Dataset: Forward reaction prediction with 1.9M reactions from USPTO patents (1976-2016). Task: Predict the product of the given reaction. (1) Given the reactants CCN(CC)CC.[N:8]([CH2:11][CH2:12][CH2:13][C:14]([OH:16])=O)=[N+:9]=[N-:10].C(Cl)(=O)C(C)(C)C.[CH2:24]([C@H:31]1[CH2:35][O:34][C:33](=[O:36])[NH:32]1)[C:25]1[CH:30]=[CH:29][CH:28]=[CH:27][CH:26]=1, predict the reaction product. The product is: [N:8]([CH2:11][CH2:12][CH2:13][C:14]([N:32]1[C@@H:31]([CH2:24][C:25]2[CH:30]=[CH:29][CH:28]=[CH:27][CH:26]=2)[CH2:35][O:34][C:33]1=[O:36])=[O:16])=[N+:9]=[N-:10]. (2) Given the reactants [OH:1][C@@H:2]1[CH2:7][CH2:6][C@H:5]([C:8]([OH:10])=O)[CH2:4][CH2:3]1.CCN=C=NCCCN(C)C.CCN(C(C)C)C(C)C.Cl.[CH3:32][NH:33][O:34][CH3:35], predict the reaction product. The product is: [OH:1][C@@H:2]1[CH2:3][CH2:4][C@H:5]([C:8]([N:33]([O:34][CH3:35])[CH3:32])=[O:10])[CH2:6][CH2:7]1.